Task: Regression/Classification. Given a drug SMILES string, predict its toxicity properties. Task type varies by dataset: regression for continuous values (e.g., LD50, hERG inhibition percentage) or binary classification for toxic/non-toxic outcomes (e.g., AMES mutagenicity, cardiotoxicity, hepatotoxicity). Dataset: herg.. Dataset: hERG channel blocking data for cardiac toxicity assessment (1) The drug is O=C(OC1C[C@H]2CC3C[C@H](C1)[NH+]2CC3=O)C1=c2ccccc2=NC1. The result is 1 (blocker). (2) The drug is N#Cc1ccc(Cn2cncc2C[NH2+][C@H]2CCN(C(=O)c3cccnc3[O-])C2=O)cc1. The result is 0 (non-blocker). (3) The compound is CSc1ccc2c(c1)N(CC[C@H]1CCCC[N@@H+]1C)c1ccccc1S2. The result is 1 (blocker).